This data is from Forward reaction prediction with 1.9M reactions from USPTO patents (1976-2016). The task is: Predict the product of the given reaction. The product is: [F:11][C:12]1[CH:28]=[CH:27][CH:26]=[C:25]([F:29])[C:13]=1[CH2:14][O:15][C:16]1[C:17]2[N:18]([C:5]([C:4]([O:3][CH2:1][CH3:2])=[O:10])=[C:6]([CH3:8])[N:24]=2)[CH:19]=[C:20]([O:22][CH3:23])[CH:21]=1. Given the reactants [CH2:1]([O:3][C:4](=[O:10])[CH:5](Cl)[C:6]([CH3:8])=O)[CH3:2].[F:11][C:12]1[CH:28]=[CH:27][CH:26]=[C:25]([F:29])[C:13]=1[CH2:14][O:15][C:16]1[C:17]([NH2:24])=[N:18][CH:19]=[C:20]([O:22][CH3:23])[CH:21]=1, predict the reaction product.